Dataset: Peptide-MHC class II binding affinity with 134,281 pairs from IEDB. Task: Regression. Given a peptide amino acid sequence and an MHC pseudo amino acid sequence, predict their binding affinity value. This is MHC class II binding data. (1) The peptide sequence is QLPQFLQPQ. The MHC is DRB4_0101 with pseudo-sequence DRB4_0103. The binding affinity (normalized) is 0.266. (2) The MHC is HLA-DPA10301-DPB10402 with pseudo-sequence HLA-DPA10301-DPB10402. The binding affinity (normalized) is 0.174. The peptide sequence is RFDTNGDGKISLSEL. (3) The peptide sequence is RRGVRSLSNKIKQKTHHHHHH. The MHC is DRB3_0101 with pseudo-sequence DRB3_0101. The binding affinity (normalized) is 0. (4) The peptide sequence is PVKIDNASPASTVHA. The MHC is DRB1_1101 with pseudo-sequence DRB1_1101. The binding affinity (normalized) is 0.221. (5) The peptide sequence is ALFYKLDVVPID. The MHC is DRB3_0101 with pseudo-sequence DRB3_0101. The binding affinity (normalized) is 0.754. (6) The peptide sequence is REELIKLKLWFKDEV. The MHC is DRB1_0101 with pseudo-sequence DRB1_0101. The binding affinity (normalized) is 0.693. (7) The peptide sequence is DKGIPFMKMNISVIMK. The MHC is HLA-DQA10201-DQB10301 with pseudo-sequence HLA-DQA10201-DQB10301. The binding affinity (normalized) is 0.254. (8) The peptide sequence is SYTIVSSLGVDDVGT. The MHC is DRB1_0101 with pseudo-sequence DRB1_0101. The binding affinity (normalized) is 0.967.